Dataset: Forward reaction prediction with 1.9M reactions from USPTO patents (1976-2016). Task: Predict the product of the given reaction. (1) The product is: [Cl:1][C:2]1[CH:8]=[C:6]([NH2:7])[C:5]([NH2:9])=[CH:4][C:3]=1[C:12]1[CH:17]=[CH:16][C:15]([Cl:18])=[CH:14][C:13]=1[C:19]([F:21])([F:22])[F:20]. Given the reactants [Cl:1][C:2]1[C:3]([C:12]2[CH:17]=[CH:16][C:15]([Cl:18])=[CH:14][C:13]=2[C:19]([F:22])([F:21])[F:20])=[CH:4][C:5]([N+:9]([O-])=O)=[C:6]([CH:8]=1)[NH2:7].Cl.O.C(=O)([O-])[O-].[Na+].[Na+], predict the reaction product. (2) Given the reactants [CH3:1][N:2]1[CH2:7][CH2:6][N:5]([CH2:8][CH2:9][C:10]2[CH:15]=[CH:14][C:13]([NH2:16])=[CH:12][CH:11]=2)[CH2:4][CH2:3]1.[CH2:17]([O:19][C:20]([C:22]1[C:23](=[O:45])[C:24]2[CH:29]=[N:28][C:27](S(C)(=O)=O)=[N:26][C:25]=2[N:34]([C:36]2[CH:37]=[C:38]3[C:42](=[CH:43][CH:44]=2)[CH2:41][CH2:40]C3)[CH:35]=1)=[O:21])[CH3:18], predict the reaction product. The product is: [CH2:17]([O:19][C:20]([C:22]1[C:23](=[O:45])[C:24]2[CH:29]=[N:28][C:27]([NH:16][C:13]3[CH:12]=[CH:11][C:10]([CH2:9][CH2:8][N:5]4[CH2:6][CH2:7][N:2]([CH3:1])[CH2:3][CH2:4]4)=[CH:15][CH:14]=3)=[N:26][C:25]=2[N:34]([C:36]2[CH:44]=[CH:43][C:42]([C:41]#[CH:40])=[CH:38][CH:37]=2)[CH:35]=1)=[O:21])[CH3:18]. (3) Given the reactants [OH:1][C:2]1[CH:3]=[C:4]2[C:8](=[CH:9][CH:10]=1)[N:7]([CH2:11][CH2:12][CH2:13][O:14][C:15]1[C:24]3[C:19](=[CH:20][CH:21]=[CH:22][CH:23]=3)[CH:18]=[CH:17][CH:16]=1)[C:6]([C:25]([O:27]CC)=[O:26])=[C:5]2[C:30]1[CH:35]=[CH:34][CH:33]=[CH:32][C:31]=1[CH:36]([CH3:38])[CH3:37].[OH-].[Na+], predict the reaction product. The product is: [OH:1][C:2]1[CH:3]=[C:4]2[C:8](=[CH:9][CH:10]=1)[N:7]([CH2:11][CH2:12][CH2:13][O:14][C:15]1[C:24]3[C:19](=[CH:20][CH:21]=[CH:22][CH:23]=3)[CH:18]=[CH:17][CH:16]=1)[C:6]([C:25]([OH:27])=[O:26])=[C:5]2[C:30]1[CH:35]=[CH:34][CH:33]=[CH:32][C:31]=1[CH:36]([CH3:38])[CH3:37].